Dataset: Full USPTO retrosynthesis dataset with 1.9M reactions from patents (1976-2016). Task: Predict the reactants needed to synthesize the given product. (1) Given the product [Br:23][C:24]1[CH:25]=[C:26]([C:17]2[CH:18]=[CH:19][C:14]([CH2:13][NH:12][S:9]([C:4]3[CH:5]=[CH:6][CH:7]=[CH:8][C:3]=3[O:2][CH3:1])(=[O:11])=[O:10])=[CH:15][CH:16]=2)[CH:27]=[C:28]([CH:33]=1)[C:29]([O:31][CH3:32])=[O:30], predict the reactants needed to synthesize it. The reactants are: [CH3:1][O:2][C:3]1[CH:8]=[CH:7][CH:6]=[CH:5][C:4]=1[S:9]([NH:12][CH2:13][C:14]1[CH:19]=[CH:18][C:17](B(O)O)=[CH:16][CH:15]=1)(=[O:11])=[O:10].[Br:23][C:24]1[CH:25]=[C:26](I)[CH:27]=[C:28]([CH:33]=1)[C:29]([O:31][CH3:32])=[O:30].CCN(CC)CC. (2) Given the product [CH2:6]([C:5]([CH3:8])([CH2:9][CH3:10])[CH2:4][CH2:3][OH:2])[CH3:7], predict the reactants needed to synthesize it. The reactants are: C[O:2][C:3](=O)[CH2:4][C:5]([CH2:9][CH3:10])([CH3:8])[CH2:6][CH3:7].[H-].[H-].[H-].[H-].[Li+].[Al+3]. (3) Given the product [Cl:1][C:2]1[CH:7]=[CH:6][C:5]([CH2:8][CH2:9][C:10]([O:12][C:13]([CH3:14])([CH3:16])[CH3:15])=[O:11])=[CH:4][C:3]=1[CH2:17][OH:18], predict the reactants needed to synthesize it. The reactants are: [Cl:1][C:2]1[CH:7]=[CH:6][C:5]([CH:8]=[CH:9][C:10]([O:12][C:13]([CH3:16])([CH3:15])[CH3:14])=[O:11])=[CH:4][C:3]=1[CH2:17][OH:18]. (4) Given the product [C:13]([NH2:7])(=[O:14])[C:12]1[CH:16]=[CH:17][CH:9]=[CH:10][CH:11]=1, predict the reactants needed to synthesize it. The reactants are: [OH-].[Na+].Cl.ClCC[NH2:7].F[C:9]1[CH:17]=[CH:16][C:12]([C:13](Cl)=[O:14])=[CH:11][CH:10]=1. (5) Given the product [O:1]=[C:6]1[CH2:7][N:8]([CH2:11][CH2:12][CH2:13][NH2:14])[CH2:9][CH2:10][S:5]1, predict the reactants needed to synthesize it. The reactants are: [OH2:1].NN.O=[S:5]1[CH2:10][CH2:9][N:8]([CH2:11][CH2:12][CH2:13][N:14]2C(=O)C3C(=CC=CC=3)C2=O)[CH2:7][CH2:6]1. (6) Given the product [Br:32][C:33]1[CH:34]=[CH:35][C:36]([C:39]2[C:43]([CH2:6][N:8]3[CH2:13][CH2:12][N:11]([C:14]4[CH:19]=[CH:18][C:17]([C:20]([F:21])([F:22])[F:23])=[CH:16][N:15]=4)[CH:10]([CH3:24])[CH2:9]3)=[CH:42][NH:41][N:40]=2)=[CH:37][CH:38]=1, predict the reactants needed to synthesize it. The reactants are: C(O[C:6]([N:8]1[CH2:13][CH2:12][N:11]([C:14]2[CH:19]=[CH:18][C:17]([C:20]([F:23])([F:22])[F:21])=[CH:16][N:15]=2)[CH:10]([CH3:24])[CH2:9]1)=O)(C)(C)C.C(O)(C(F)(F)F)=O.[Br:32][C:33]1[CH:38]=[CH:37][C:36]([C:39]2[C:43](C=O)=[CH:42][NH:41][N:40]=2)=[CH:35][CH:34]=1.C(O[BH-](OC(=O)C)OC(=O)C)(=O)C.[Na+].